This data is from Forward reaction prediction with 1.9M reactions from USPTO patents (1976-2016). The task is: Predict the product of the given reaction. (1) Given the reactants C(N(CC)CC)C.[C:8]1([CH3:18])[CH:13]=[CH:12][C:11]([S:14](Cl)(=[O:16])=[O:15])=[CH:10][CH:9]=1.[F:19][C:20]1[CH:25]=[CH:24][C:23]([CH2:26][C:27]2[C:36]3[C:31](=[CH:32][CH:33]=[CH:34][CH:35]=3)[C:30](=[O:37])[NH:29][N:28]=2)=[CH:22][C:21]=1[C:38]([N:40]1[CH2:45][CH2:44][NH:43][CH2:42][CH:41]1[C:46](=[O:49])[CH2:47]O)=[O:39], predict the reaction product. The product is: [F:19][C:20]1[CH:25]=[CH:24][C:23]([CH2:26][C:27]2[C:36]3[C:31](=[CH:32][CH:33]=[CH:34][CH:35]=3)[C:30](=[O:37])[NH:29][N:28]=2)=[CH:22][C:21]=1[C:38]([N:40]1[CH2:45][CH2:44][NH:43][CH2:42][CH:41]1[C:46](=[O:49])[CH2:47][S:14]([C:11]1[CH:12]=[CH:13][C:8]([CH3:18])=[CH:9][CH:10]=1)(=[O:16])=[O:15])=[O:39]. (2) Given the reactants [F-].C([N+](CCCC)(CCCC)CCCC)CCC.[CH3:19][O:20][C:21]([CH:23]1[CH2:30][CH:29]2[CH:31]([N:32]3[CH2:36][CH:35]([C:37](C4C=CC=CC=4)(C4C=CC=CC=4)[O:38][SiH2]C(C)(C)C)[C:34]([CH3:57])([CH3:56])[C:33]3=[O:58])[CH:25]([CH2:26][CH2:27][CH2:28]2)[CH2:24]1)=[O:22], predict the reaction product. The product is: [CH3:19][O:20][C:21]([CH:23]1[CH2:30][CH:29]2[CH:31]([N:32]3[CH2:36][CH:35]([CH2:37][OH:38])[C:34]([CH3:56])([CH3:57])[C:33]3=[O:58])[CH:25]([CH2:26][CH2:27][CH2:28]2)[CH2:24]1)=[O:22]. (3) Given the reactants [Cl:1][C:2]1[CH:7]=[C:6](F)[CH:5]=[CH:4][C:3]=1[C:9]1[C:10]2[N:11]([N:15]=[C:16]([NH:18][CH:19]3[CH2:24][CH2:23][N:22]([C:25]4[CH:30]=[CH:29][N:28]=[C:27](Cl)[N:26]=4)[CH2:21][CH2:20]3)[N:17]=2)[CH:12]=[CH:13][CH:14]=1.[CH3:32][O-:33].[Na+].[CH3:35][OH:36], predict the reaction product. The product is: [Cl:1][C:2]1[CH:7]=[C:6]([O:33][CH3:32])[CH:5]=[CH:4][C:3]=1[C:9]1[C:10]2[N:11]([N:15]=[C:16]([NH:18][CH:19]3[CH2:24][CH2:23][N:22]([C:25]4[CH:30]=[CH:29][N:28]=[C:27]([O:36][CH3:35])[N:26]=4)[CH2:21][CH2:20]3)[N:17]=2)[CH:12]=[CH:13][CH:14]=1. (4) Given the reactants [CH2:1]([NH:8][C:9]1[CH:10]=[C:11]2[C:16](=[CH:17][CH:18]=1)[CH:15]=[C:14]([C:19]([OH:21])=O)[CH:13]=[CH:12]2)[C:2]1[CH:7]=[CH:6][CH:5]=[CH:4][CH:3]=1.Cl.[NH2:23][CH:24]([C:32]([OH:34])=[O:33])[CH2:25][C:26]1[CH:31]=[CH:30][CH:29]=[CH:28][CH:27]=1.[CH3:35]CN=C=NCCCN(C)C.C(N(CC)CC)C, predict the reaction product. The product is: [CH2:1]([NH:8][C:9]1[CH:10]=[C:11]2[C:16](=[CH:17][CH:18]=1)[CH:15]=[C:14]([C:19]([NH:23][C@H:24]([C:32]([O:34][CH3:35])=[O:33])[CH2:25][C:26]1[CH:31]=[CH:30][CH:29]=[CH:28][CH:27]=1)=[O:21])[CH:13]=[CH:12]2)[C:2]1[CH:7]=[CH:6][CH:5]=[CH:4][CH:3]=1.